Predict which catalyst facilitates the given reaction. From a dataset of Catalyst prediction with 721,799 reactions and 888 catalyst types from USPTO. (1) Reactant: Cl.[Cl:2][C:3]1[CH:4]=[C:5]2[C:9](=[CH:10][CH:11]=1)[NH:8][N:7]=[C:6]2[CH2:12]Cl.CN(C)C=O.[N-:19]=[N+:20]=[N-:21].[Na+]. Product: [N:19]([CH2:12][C:6]1[C:5]2[C:9](=[CH:10][CH:11]=[C:3]([Cl:2])[CH:4]=2)[NH:8][N:7]=1)=[N+:20]=[N-:21]. The catalyst class is: 6. (2) Reactant: [Cl:1][C:2]1[C:3]2[CH2:4][C:5]3[CH2:9][N:8]([C@@H:10]([CH2:20][CH:21]4[CH2:26][CH2:25][CH2:24][CH2:23][CH2:22]4)[C:11]([NH:13][C:14]4C=C[CH:17]=[CH:16][N:15]=4)=[O:12])[C:7](=[O:27])[C:6]=3[O:28][C:29]=2[CH:30]=[CH:31][CH:32]=1.NC1[S:35]C=CN=1.ON1C2C=CC=CC=2N=N1. Product: [Cl:1][C:2]1[C:3]2[CH2:4][C:5]3[CH2:9][N:8]([C@@H:10]([CH2:20][CH:21]4[CH2:26][CH2:25][CH2:24][CH2:23][CH2:22]4)[C:11]([NH:13][C:14]4[S:35][CH:17]=[CH:16][N:15]=4)=[O:12])[C:7](=[O:27])[C:6]=3[O:28][C:29]=2[CH:30]=[CH:31][CH:32]=1. The catalyst class is: 34. (3) Reactant: [CH2:1]([O:4][C:5]1[CH:16]=[CH:15][CH:14]=[CH:13][C:6]=1[CH2:7][CH:8]([C:11]#[N:12])[C:9]#[N:10])[CH:2]=[CH2:3].[NH2:17][NH2:18]. Product: [CH2:1]([O:4][C:5]1[CH:16]=[CH:15][CH:14]=[CH:13][C:6]=1[CH2:7][C:8]1[C:11]([NH2:12])=[N:17][NH:18][C:9]=1[NH2:10])[CH:2]=[CH2:3]. The catalyst class is: 14.